The task is: Predict the product of the given reaction.. This data is from Forward reaction prediction with 1.9M reactions from USPTO patents (1976-2016). (1) The product is: [CH:12]1([CH2:15][NH:11][CH2:10][CH2:9][C:4]2[CH:5]=[CH:6][CH:7]=[CH:8][C:3]=2[O:2][CH3:1])[CH2:14][CH2:13]1. Given the reactants [CH3:1][O:2][C:3]1[CH:8]=[CH:7][CH:6]=[CH:5][C:4]=1[CH2:9][CH2:10][NH2:11].[CH:12]1([CH:15]=O)[CH2:14][CH2:13]1, predict the reaction product. (2) Given the reactants [Cl:1][C:2]1[CH:3]=[C:4]([NH:8][C:9](=[O:23])[C:10]2[CH:15]=[CH:14][CH:13]=[N:12][C:11]=2[NH:16][C@H:17]2[CH2:22][CH2:21][CH2:20][NH:19][CH2:18]2)[CH:5]=[CH:6][CH:7]=1.ClC1C=C(NC(=O)C2C=CC=NC=2NC2CC(C)(C)NC(C)(C)C2)C=CC=1.[CH2:51](Cl)[C:52]1[CH:57]=[CH:56][CH:55]=[CH:54][CH:53]=1.BrCCO, predict the reaction product. The product is: [CH2:51]([N:19]1[CH2:20][CH2:21][CH2:22][C@@H:17]([NH:16][C:11]2[N:12]=[CH:13][CH:14]=[CH:15][C:10]=2[C:9]([NH:8][C:4]2[CH:5]=[CH:6][CH:7]=[C:2]([Cl:1])[CH:3]=2)=[O:23])[CH2:18]1)[C:52]1[CH:57]=[CH:56][CH:55]=[CH:54][CH:53]=1. (3) The product is: [Cl:1][C:2]1[CH:3]=[C:4]([C:17]2[CH:22]=[C:21]([F:23])[CH:20]=[CH:19][C:18]=2[O:24][C@@H:36]([CH3:41])[C:37]([O:39][CH3:40])=[O:38])[CH:5]=[CH:6][C:7]=1[C:8]([N:10]1[CH2:14][CH2:13][CH2:12][C:11]1([CH3:16])[CH3:15])=[O:9]. Given the reactants [Cl:1][C:2]1[CH:3]=[C:4]([C:17]2[C:18]([OH:24])=[CH:19][CH:20]=[C:21]([F:23])[CH:22]=2)[CH:5]=[CH:6][C:7]=1[C:8]([N:10]1[CH2:14][CH2:13][CH2:12][C:11]1([CH3:16])[CH3:15])=[O:9].CC1C=CC(S(O[C@H:36]([CH3:41])[C:37]([O:39][CH3:40])=[O:38])(=O)=O)=CC=1.C(=O)([O-])[O-].[K+].[K+], predict the reaction product. (4) The product is: [CH2:1]([O:3][C:4](=[O:16])[C:5]1[CH:10]=[C:9]([C:18]#[N:19])[C:8]([Cl:12])=[CH:7][C:6]=1[O:13][CH2:14][CH3:15])[CH3:2]. Given the reactants [CH2:1]([O:3][C:4](=[O:16])[C:5]1[CH:10]=[C:9](Br)[C:8]([Cl:12])=[CH:7][C:6]=1[O:13][CH2:14][CH3:15])[CH3:2].[Cu][C:18]#[N:19], predict the reaction product. (5) Given the reactants Br[C:2]1[CH:3]=[CH:4][C:5]2[N:6]([C:8](=[O:11])[NH:9][N:10]=2)[CH:7]=1.[F:12][C:13]([F:25])([F:24])[O:14][C:15]1[CH:20]=[CH:19][C:18](B(O)O)=[CH:17][CH:16]=1.C(=O)([O-])[O-].[K+].[K+], predict the reaction product. The product is: [F:12][C:13]([F:24])([F:25])[O:14][C:15]1[CH:20]=[CH:19][C:18]([C:2]2[CH:3]=[CH:4][C:5]3[N:6]([C:8](=[O:11])[NH:9][N:10]=3)[CH:7]=2)=[CH:17][CH:16]=1. (6) Given the reactants [NH:1]1[CH2:6][CH2:5][NH:4][CH2:3][CH2:2]1.Br[C:8]1[CH:13]=[CH:12][C:11]([O:14][CH3:15])=[CH:10][N:9]=1, predict the reaction product. The product is: [CH3:15][O:14][C:11]1[CH:12]=[CH:13][C:8]([N:1]2[CH2:6][CH2:5][NH:4][CH2:3][CH2:2]2)=[N:9][CH:10]=1. (7) Given the reactants [C:1]([O:5][C:6](=[O:20])[NH:7][C:8]1[CH:13]=[C:12]([CH3:14])[C:11]([C:15]([F:18])([F:17])[F:16])=[CH:10][C:9]=1[NH2:19])([CH3:4])([CH3:3])[CH3:2].C([O:25][C:26](=O)[CH2:27][C:28]([C:30]1[CH:35]=[CH:34][CH:33]=[C:32]([C:36]2[CH:41]=[C:40]([CH3:42])[N:39]=[C:38]([CH:43]3[CH2:45][CH2:44]3)[CH:37]=2)[CH:31]=1)=[O:29])(C)(C)C, predict the reaction product. The product is: [C:1]([O:5][C:6](=[O:20])[NH:7][C:8]1[CH:13]=[C:12]([CH3:14])[C:11]([C:15]([F:18])([F:17])[F:16])=[CH:10][C:9]=1[NH:19][C:26](=[O:25])[CH2:27][C:28]([C:30]1[CH:35]=[CH:34][CH:33]=[C:32]([C:36]2[CH:41]=[C:40]([CH3:42])[N:39]=[C:38]([CH:43]3[CH2:44][CH2:45]3)[CH:37]=2)[CH:31]=1)=[O:29])([CH3:4])([CH3:2])[CH3:3]. (8) Given the reactants Br[C:2]1[C:3](=[O:14])[C:4]([CH3:13])([CH3:12])[O:5][C:6]=1[C:7]1[N:8]=[CH:9][S:10][CH:11]=1.CC1(C)C(C)(C)OB([C:23]2[CH:40]=[CH:39][C:26]([O:27][CH2:28][C:29]3[CH:38]=[CH:37][C:36]4[C:31](=[CH:32][CH:33]=[CH:34][CH:35]=4)[N:30]=3)=[CH:25][CH:24]=2)O1.C([O-])([O-])=O.[Cs+].[Cs+], predict the reaction product. The product is: [CH3:12][C:4]1([CH3:13])[C:3](=[O:14])[C:2]([C:23]2[CH:24]=[CH:25][C:26]([O:27][CH2:28][C:29]3[CH:38]=[CH:37][C:36]4[C:31](=[CH:32][CH:33]=[CH:34][CH:35]=4)[N:30]=3)=[CH:39][CH:40]=2)=[C:6]([C:7]2[N:8]=[CH:9][S:10][CH:11]=2)[O:5]1. (9) Given the reactants [Br:1][C:2]1[CH:3]=[CH:4][C:5]2[S:9][C:8]([C:10]([OH:12])=[O:11])=[CH:7][C:6]=2[CH:13]=1.OS(O)(=O)=O.[CH3:19][C:20](=[CH2:22])[CH3:21], predict the reaction product. The product is: [Br:1][C:2]1[CH:3]=[CH:4][C:5]2[S:9][C:8]([C:10]([O:12][C:20]([CH3:22])([CH3:21])[CH3:19])=[O:11])=[CH:7][C:6]=2[CH:13]=1. (10) Given the reactants [F:1][C:2]1[CH:7]=[CH:6][CH:5]=[C:4]([N+:8]([O-:10])=[O:9])[C:3]=1F.[CH3:12][NH2:13], predict the reaction product. The product is: [F:1][C:2]1[CH:7]=[CH:6][CH:5]=[C:4]([N+:8]([O-:10])=[O:9])[C:3]=1[NH:13][CH3:12].